Dataset: Full USPTO retrosynthesis dataset with 1.9M reactions from patents (1976-2016). Task: Predict the reactants needed to synthesize the given product. (1) Given the product [CH2:21]([N:18]1[C:4]2[N:5]=[C:6]([S:8]([C:11]3[CH:12]=[CH:13][C:14]([F:17])=[CH:15][CH:16]=3)(=[O:9])=[O:10])[N:7]=[C:2]([NH:29][C:26]3[CH:25]=[C:24]([CH3:23])[NH:28][N:27]=3)[C:3]=2[CH:20]=[CH:19]1)[CH3:22], predict the reactants needed to synthesize it. The reactants are: Cl[C:2]1[C:3]2[CH:20]=[CH:19][N:18]([CH2:21][CH3:22])[C:4]=2[N:5]=[C:6]([S:8]([C:11]2[CH:16]=[CH:15][C:14]([F:17])=[CH:13][CH:12]=2)(=[O:10])=[O:9])[N:7]=1.[CH3:23][C:24]1[NH:28][N:27]=[C:26]([NH2:29])[CH:25]=1.[I-].[Na+].CCN(C(C)C)C(C)C. (2) Given the product [CH3:1][N:2]([CH3:3])[CH2:4][CH2:8][CH2:9][CH2:10][C:29]1[N:28]([CH3:31])[C:19]2[C:20]([C:21](=[O:22])[N:23]=1)=[CH:24][C:25]([O:26][CH3:27])=[C:17]([O:16][CH3:15])[CH:18]=2, predict the reactants needed to synthesize it. The reactants are: [CH3:1][N:2]([CH:4]([CH2:8][CH2:9][CH3:10])C(O)=O)[CH3:3].S(Cl)(Cl)=O.[CH3:15][O:16][C:17]1[C:25]([O:26][CH3:27])=[CH:24][C:20]([C:21]([NH2:23])=[O:22])=[C:19]([NH:28][CH3:29])[CH:18]=1.Cl[CH:31](Cl)Cl. (3) The reactants are: [N:1]1[N:2]([C:6]2[CH:11]=[CH:10][CH:9]=[CH:8][C:7]=2[C:12]([N:14]2[CH2:19][C@H:18]([OH:20])[CH2:17][CH2:16][C@H:15]2[CH3:21])=[O:13])[N:3]=[CH:4][CH:5]=1.[H-].[Na+].F[C:25]1[CH:30]=[C:29]([C:31]2([OH:35])[CH2:34][CH2:33][CH2:32]2)[CH:28]=[CH:27][N:26]=1. Given the product [CH3:21][C@H:15]1[N:14]([C:12]([C:7]2[CH:8]=[CH:9][CH:10]=[CH:11][C:6]=2[N:2]2[N:3]=[CH:4][CH:5]=[N:1]2)=[O:13])[CH2:19][C@H:18]([O:20][C:27]2[CH:28]=[C:29]([C:31]3([OH:35])[CH2:34][CH2:33][CH2:32]3)[CH:30]=[CH:25][N:26]=2)[CH2:17][CH2:16]1, predict the reactants needed to synthesize it. (4) Given the product [NH2:2][C:11]1[C:10]([N+:15]([O-:17])=[O:16])=[CH:9][C:5]([C:6]([OH:8])=[O:7])=[C:4]([F:3])[C:12]=1[F:13], predict the reactants needed to synthesize it. The reactants are: [OH-].[NH4+:2].[F:3][C:4]1[C:12]([F:13])=[C:11](F)[C:10]([N+:15]([O-:17])=[O:16])=[CH:9][C:5]=1[C:6]([OH:8])=[O:7].Cl. (5) Given the product [CH:57]1([C@@:50]2([CH2:49][NH:48][C:11](=[O:13])[C@@H:10]([CH2:9][C:6]3[CH:5]=[CH:4][C:3]([C:2]([F:1])([F:17])[F:16])=[CH:8][CH:7]=3)[CH2:14][CH3:15])[C:51](=[O:56])[NH:52][C:53](=[O:55])[NH:54]2)[CH2:59][CH2:58]1, predict the reactants needed to synthesize it. The reactants are: [F:1][C:2]([F:17])([F:16])[C:3]1[CH:8]=[CH:7][C:6]([CH2:9][C@@H:10]([CH2:14][CH3:15])[C:11]([OH:13])=O)=[CH:5][CH:4]=1.CN(C(ON1N=NC2C=CC=NC1=2)=[N+](C)C)C.F[P-](F)(F)(F)(F)F.CN(C)CC.Cl.[NH2:48][CH2:49][C@@:50]1([CH:57]2[CH2:59][CH2:58]2)[NH:54][C:53](=[O:55])[NH:52][C:51]1=[O:56]. (6) Given the product [F:42][C:43]1[CH:44]=[C:45]([CH:61]=[CH:62][CH:63]=1)[CH2:46][N:47]1[CH:51]=[C:50]([C:2]2[C:10]3[C:5](=[N:6][CH:7]=[C:8]([C:11]4[CH:12]=[CH:13][C:14]([N:19]5[CH2:24][CH2:23][N:22]([C:25]([O:27][C:28]([CH3:31])([CH3:30])[CH3:29])=[O:26])[CH2:21][CH2:20]5)=[N:15][C:16]=4[O:17][CH3:18])[CH:9]=3)[N:4]([S:32]([C:35]3[CH:41]=[CH:40][C:38]([CH3:39])=[CH:37][CH:36]=3)(=[O:34])=[O:33])[CH:3]=2)[CH:49]=[N:48]1, predict the reactants needed to synthesize it. The reactants are: I[C:2]1[C:10]2[C:5](=[N:6][CH:7]=[C:8]([C:11]3[CH:12]=[CH:13][C:14]([N:19]4[CH2:24][CH2:23][N:22]([C:25]([O:27][C:28]([CH3:31])([CH3:30])[CH3:29])=[O:26])[CH2:21][CH2:20]4)=[N:15][C:16]=3[O:17][CH3:18])[CH:9]=2)[N:4]([S:32]([C:35]2[CH:41]=[CH:40][C:38]([CH3:39])=[CH:37][CH:36]=2)(=[O:34])=[O:33])[CH:3]=1.[F:42][C:43]1[CH:44]=[C:45]([CH:61]=[CH:62][CH:63]=1)[CH2:46][N:47]1[CH:51]=[C:50](B2OC(C)(C)C(C)(C)O2)[CH:49]=[N:48]1.C(=O)([O-])[O-].[Na+].[Na+].